From a dataset of Forward reaction prediction with 1.9M reactions from USPTO patents (1976-2016). Predict the product of the given reaction. Given the reactants [CH2:1]([N:8]1[C:16]2[C:11](=[CH:12][C:13]([Cl:17])=[CH:14][CH:15]=2)[CH:10]=[C:9]1[CH:18]([N:22]1C(=O)C2C(=CC=CC=2)C1=O)[CH:19]([CH3:21])[CH3:20])[C:2]1[CH:7]=[CH:6][CH:5]=[CH:4][CH:3]=1.NN.O, predict the reaction product. The product is: [CH2:1]([N:8]1[C:16]2[C:11](=[CH:12][C:13]([Cl:17])=[CH:14][CH:15]=2)[CH:10]=[C:9]1[CH:18]([NH2:22])[CH:19]([CH3:20])[CH3:21])[C:2]1[CH:3]=[CH:4][CH:5]=[CH:6][CH:7]=1.